This data is from Forward reaction prediction with 1.9M reactions from USPTO patents (1976-2016). The task is: Predict the product of the given reaction. Given the reactants [CH2:1]([C:4]1[N:8]([CH2:9][C:10]2[CH:27]=[CH:26][C:13]3/[C:14](=[CH:23]/[C:24]#[N:25])/[C:15]4[CH:22]=[CH:21][CH:20]=[CH:19][C:16]=4[CH2:17][CH2:18][C:12]=3[CH:11]=2)[C:7]2[CH:28]=[CH:29][CH:30]=[CH:31][C:6]=2[N:5]=1)[CH2:2][CH3:3].C[Si]([N:36]=[N+:37]=[N-:38])(C)C.C([Sn](=O)CCCC)CCC, predict the reaction product. The product is: [CH2:1]([C:4]1[N:8]([CH2:9][C:10]2[CH:27]=[CH:26][C:13]3/[C:14](=[CH:23]/[C:24]4[NH:38][N:37]=[N:36][N:25]=4)/[C:15]4[CH:22]=[CH:21][CH:20]=[CH:19][C:16]=4[CH2:17][CH2:18][C:12]=3[CH:11]=2)[C:7]2[CH:28]=[CH:29][CH:30]=[CH:31][C:6]=2[N:5]=1)[CH2:2][CH3:3].